From a dataset of Catalyst prediction with 721,799 reactions and 888 catalyst types from USPTO. Predict which catalyst facilitates the given reaction. (1) Reactant: [C:1](OC(=O)C)(=[O:3])[CH3:2].[NH2:8][CH2:9][C@@H:10]1[O:14][C:13](=[O:15])[N:12]([C:16]2[CH:21]=[CH:20][C:19]([NH:22]C(OC(C)(C)C)=O)=[C:18]([F:30])[CH:17]=2)[CH2:11]1.N1C=CC=CC=1. Product: [C:1]([NH:8][CH2:9][C@@H:10]1[O:14][C:13](=[O:15])[N:12]([C:16]2[CH:21]=[CH:20][C:19]([NH2:22])=[C:18]([F:30])[CH:17]=2)[CH2:11]1)(=[O:3])[CH3:2]. The catalyst class is: 2. (2) Reactant: [F:1][C:2]1[CH:19]=[CH:18][C:5]2[C:6]([CH3:17])=[C:7]([CH:9]([CH2:13][CH2:14][CH2:15][CH3:16])[CH2:10][CH2:11]O)[S:8][C:4]=2[CH:3]=1.C1(P(C2C=CC=CC=2)C2C=CC=CC=2)C=CC=CC=1.C(Br)(Br)(Br)[Br:40]. Product: [Br:40][CH2:11][CH2:10][CH:9]([C:7]1[S:8][C:4]2[CH:3]=[C:2]([F:1])[CH:19]=[CH:18][C:5]=2[C:6]=1[CH3:17])[CH2:13][CH2:14][CH2:15][CH3:16]. The catalyst class is: 2. (3) Reactant: [Cl:1][C:2]1[CH:22]=[CH:21][C:20]([F:23])=[CH:19][C:3]=1[O:4][C:5]1[CH:10]=[CH:9][C:8]([N:11]2[CH:15]=[C:14]([C:16](O)=[O:17])[CH:13]=[N:12]2)=[CH:7][CH:6]=1.CN(C=O)C.C(Cl)(=O)C([Cl:32])=O. Product: [Cl:1][C:2]1[CH:22]=[CH:21][C:20]([F:23])=[CH:19][C:3]=1[O:4][C:5]1[CH:10]=[CH:9][C:8]([N:11]2[CH:15]=[C:14]([C:16]([Cl:32])=[O:17])[CH:13]=[N:12]2)=[CH:7][CH:6]=1. The catalyst class is: 168. (4) Product: [NH:1]1[C:5]2[CH:6]=[CH:7][C:8]([CH2:10][N:11]([CH2:12][CH2:13][N:14]3[C:23]4[C:18]([C:19](=[O:25])[NH:20][C:21](=[O:24])[N:22]=4)=[N:17][C:16]4[CH:26]=[C:27]([CH3:31])[C:28]([CH3:30])=[CH:29][C:15]3=4)[C:32](=[O:33])[O:34][C:35]([CH3:38])([CH3:37])[CH3:36])=[CH:9][C:4]=2[N:3]=[CH:2]1. Reactant: [NH:1]1[C:5]2[CH:6]=[CH:7][C:8]([CH2:10][NH:11][CH2:12][CH2:13][N:14]3[C:23]4[C:18]([C:19](=[O:25])[NH:20][C:21](=[O:24])[N:22]=4)=[N:17][C:16]4[CH:26]=[C:27]([CH3:31])[C:28]([CH3:30])=[CH:29][C:15]3=4)=[CH:9][C:4]=2[N:3]=[CH:2]1.[C:32](O[C:32]([O:34][C:35]([CH3:38])([CH3:37])[CH3:36])=[O:33])([O:34][C:35]([CH3:38])([CH3:37])[CH3:36])=[O:33].CCN(CC)CC. The catalyst class is: 5.